This data is from Full USPTO retrosynthesis dataset with 1.9M reactions from patents (1976-2016). The task is: Predict the reactants needed to synthesize the given product. (1) The reactants are: CCN(C(C)C)C(C)C.[Cl:10][C:11]1[N:19]=[CH:18][CH:17]=[CH:16][C:12]=1[C:13]([OH:15])=O.C1C=CC2N(O)N=NC=2C=1.CCN=C=NCCCN(C)C.Cl.[O:42]=[C:43]([N:60]1[CH2:65][CH2:64][NH:63][CH2:62][CH2:61]1)[CH2:44][NH:45][C:46]([C:48]1[CH:53]=[CH:52][C:51]([C:54]2[CH:59]=[CH:58][CH:57]=[CH:56][CH:55]=2)=[CH:50][CH:49]=1)=[O:47]. Given the product [Cl:10][C:11]1[C:12]([C:13]([N:63]2[CH2:62][CH2:61][N:60]([C:43](=[O:42])[CH2:44][NH:45][C:46]([C:48]3[CH:53]=[CH:52][C:51]([C:54]4[CH:59]=[CH:58][CH:57]=[CH:56][CH:55]=4)=[CH:50][CH:49]=3)=[O:47])[CH2:65][CH2:64]2)=[O:15])=[CH:16][CH:17]=[CH:18][N:19]=1, predict the reactants needed to synthesize it. (2) The reactants are: C[O:2][C:3]([C:5]1[N:6]=[CH:7][C:8]2[C:13]([C:14]=1[OH:15])=[CH:12][CH:11]=[C:10]([C:16]1[CH:21]=[CH:20][CH:19]=[CH:18][CH:17]=1)[CH:9]=2)=O.OC(C(F)(F)F)=O.[NH2:29][CH2:30][C:31]([CH3:36])([CH3:35])[C:32]([OH:34])=[O:33].C[O-].[Na+]. Given the product [OH:15][C:14]1[C:13]2[C:8](=[CH:9][C:10]([C:16]3[CH:21]=[CH:20][CH:19]=[CH:18][CH:17]=3)=[CH:11][CH:12]=2)[CH:7]=[N:6][C:5]=1[C:3]([NH:29][CH2:30][C:31]([CH3:36])([CH3:35])[C:32]([OH:34])=[O:33])=[O:2], predict the reactants needed to synthesize it.